Dataset: Forward reaction prediction with 1.9M reactions from USPTO patents (1976-2016). Task: Predict the product of the given reaction. (1) Given the reactants CN(C(ON1N=NC2C=CC=CC1=2)=[N+](C)C)C.F[P-](F)(F)(F)(F)F.C1C=CC2N(O)N=NC=2C=1.[CH3:35][O:36][C:37]1[CH:45]=[CH:44][CH:43]=[CH:42][C:38]=1[C:39]([OH:41])=O.CCN(C(C)C)C(C)C.O[NH:56][C:57](=[NH:71])[CH2:58][S:59][C:60]1[N:64]([CH3:65])[C:63]([C:66]2[S:67][CH:68]=[CH:69][CH:70]=2)=[N:62][N:61]=1, predict the reaction product. The product is: [CH3:35][O:36][C:37]1[CH:45]=[CH:44][CH:43]=[CH:42][C:38]=1[C:39]1[O:41][N:71]=[C:57]([CH2:58][S:59][C:60]2[N:64]([CH3:65])[C:63]([C:66]3[S:67][CH:68]=[CH:69][CH:70]=3)=[N:62][N:61]=2)[N:56]=1. (2) The product is: [C:12]([NH:11][C:10]1[C:6]([C:4]([OH:5])=[O:3])=[N:7][N:8]([CH2:15][C:16]2[CH:21]=[CH:20][C:19]([O:22][CH3:23])=[CH:18][CH:17]=2)[CH:9]=1)(=[O:14])[CH3:13]. Given the reactants C([O:3][C:4]([C:6]1[C:10]([NH:11][C:12](=[O:14])[CH3:13])=[CH:9][N:8]([CH2:15][C:16]2[CH:21]=[CH:20][C:19]([O:22][CH3:23])=[CH:18][CH:17]=2)[N:7]=1)=[O:5])C.O.[OH-].[Li+], predict the reaction product. (3) Given the reactants [CH:1]1([C:4]([C:6](=[CH:9]OCC)[C:7]#[N:8])=O)[CH2:3][CH2:2]1.O.[NH2:14][NH2:15], predict the reaction product. The product is: [CH:1]1([C:4]2[C:6]([C:7]#[N:8])=[CH:9][NH:15][N:14]=2)[CH2:2][CH2:3]1. (4) Given the reactants [Cl:1][C:2]1[CH:7]=[CH:6][C:5]([C:8]([CH:10]2[CH2:15][CH2:14][N:13]([CH3:16])[CH2:12][CH2:11]2)=[O:9])=[CH:4][CH:3]=1.[BH4-].[Na+], predict the reaction product. The product is: [Cl:1][C:2]1[CH:7]=[CH:6][C:5]([CH:8]([CH:10]2[CH2:15][CH2:14][N:13]([CH3:16])[CH2:12][CH2:11]2)[OH:9])=[CH:4][CH:3]=1. (5) Given the reactants [C:1]([O:5][C:6](=[O:15])[NH:7][C@@H:8]([CH2:11][CH2:12][CH2:13][OH:14])[CH2:9][OH:10])([CH3:4])([CH3:3])[CH3:2].CO[C:18](OC)([CH3:20])[CH3:19].O.C1(C)C=CC(S(O)(=O)=O)=CC=1.C(=O)([O-])O.[Na+], predict the reaction product. The product is: [OH:14][CH2:13][CH2:12][CH2:11][C@H:8]1[CH2:9][O:10][C:18]([CH3:20])([CH3:19])[N:7]1[C:6]([O:5][C:1]([CH3:4])([CH3:2])[CH3:3])=[O:15]. (6) The product is: [F:5][CH2:4][CH:3]([O:6][C:7]1[CH:8]=[C:9]([CH:19]=[C:20]([O:22][C:24]2[CH:25]=[CH:26][C:27]3[C:28](=[O:36])[N:29]([CH3:35])[CH2:30][CH2:31][O:32][C:33]=3[N:34]=2)[CH:21]=1)[C:10]([NH:12][C:13]1[CH:17]=[CH:16][N:15]([CH3:18])[N:14]=1)=[O:11])[CH2:2][F:1]. Given the reactants [F:1][CH2:2][CH:3]([O:6][C:7]1[CH:8]=[C:9]([CH:19]=[C:20]([OH:22])[CH:21]=1)[C:10]([NH:12][C:13]1[CH:17]=[CH:16][N:15]([CH3:18])[N:14]=1)=[O:11])[CH2:4][F:5].Cl[C:24]1[CH:25]=[CH:26][C:27]2[C:28](=[O:36])[N:29]([CH3:35])[CH2:30][CH2:31][O:32][C:33]=2[N:34]=1.C(=O)([O-])[O-].[K+].[K+], predict the reaction product. (7) Given the reactants Cl.[N:2]1([CH2:7][C:8]([OH:10])=O)[CH:6]=[N:5][CH:4]=[N:3]1.[F:11][C:12]1[CH:38]=[CH:37][C:15]([O:16][C:17]2[CH:22]=[CH:21][C:20]([NH:23][C:24]([C@@H:26]3[CH2:30][C@@H:29]([CH2:31][C:32]4[CH:36]=[CH:35][S:34][CH:33]=4)[CH2:28][NH:27]3)=[O:25])=[CH:19][CH:18]=2)=[CH:14][CH:13]=1, predict the reaction product. The product is: [N:2]1([CH2:7][C:8]([N:27]2[CH2:28][C@H:29]([CH2:31][C:32]3[CH:36]=[CH:35][S:34][CH:33]=3)[CH2:30][C@H:26]2[C:24]([NH:23][C:20]2[CH:21]=[CH:22][C:17]([O:16][C:15]3[CH:14]=[CH:13][C:12]([F:11])=[CH:38][CH:37]=3)=[CH:18][CH:19]=2)=[O:25])=[O:10])[CH:6]=[N:5][CH:4]=[N:3]1. (8) Given the reactants [C:1]([O:6][CH:7]1[CH2:12][CH2:11][CH2:10][CH2:9][O:8]1)(=[O:5])[C:2]([CH3:4])=[CH2:3].[C:13]([O:16][C:17]1[CH:24]=[CH:23][C:20]([CH:21]=[CH2:22])=[CH:19][CH:18]=1)(=[O:15])[CH3:14].[C:25]([O:30][CH2:31][CH2:32][OH:33])(=[O:29])[C:26]([CH3:28])=[CH2:27].N(C(C)(CC)C([O-])=O)=NC(C)(CC)[C:37]([O-])=[O:38], predict the reaction product. The product is: [C:1]([O:6][CH:7]1[CH2:12][CH2:11][CH2:10][CH2:9][O:8]1)(=[O:5])[C:2]([CH3:4])=[CH2:3].[C:13]([O:16][C:17]1[CH:24]=[CH:23][C:20]([CH:21]=[CH2:22])=[CH:19][CH:18]=1)(=[O:15])[CH3:14].[C:25]([O:30][CH2:31][CH2:32][OH:33])(=[O:29])[C:26]([CH3:28])=[CH2:27].[C:13]([O:16][CH:17]([CH3:24])[CH2:18][O:38][CH3:37])(=[O:15])[CH3:14].[CH3:25][O:30][CH2:31][CH2:32][O:33][CH2:10][CH2:9][O:8][CH2:7][CH3:12].